Predict the product of the given reaction. From a dataset of Forward reaction prediction with 1.9M reactions from USPTO patents (1976-2016). (1) Given the reactants Cl.[F:2][C:3]([F:16])([F:15])[CH2:4][O:5][C:6]1[N:11]=[CH:10][C:9]([CH:12]([NH2:14])[CH3:13])=[CH:8][CH:7]=1.[NH2:17][C:18]1[N:23]=[C:22]([C:24](O)=[O:25])[CH:21]=[CH:20][N:19]=1, predict the reaction product. The product is: [NH2:17][C:18]1[N:23]=[C:22]([C:24]([NH:14][CH:12]([C:9]2[CH:10]=[N:11][C:6]([O:5][CH2:4][C:3]([F:2])([F:15])[F:16])=[CH:7][CH:8]=2)[CH3:13])=[O:25])[CH:21]=[CH:20][N:19]=1. (2) The product is: [F:33][C:32]([F:35])([F:34])[CH2:31][CH2:30][S:27]([O:26][C:23]1[CH:24]=[CH:25][C:20]([C:19]2[N:15]([C:9]3[CH:10]=[CH:11][C:12]([Cl:14])=[CH:13][C:8]=3[Cl:7])[N:16]=[C:17]([C:37]([NH:40][CH:41]3[CH2:46][CH2:45][CH2:44][CH:43]([OH:47])[CH2:42]3)=[O:38])[C:18]=2[CH3:36])=[CH:21][CH:22]=1)(=[O:29])=[O:28]. Given the reactants C(Cl)(=O)C(Cl)=O.[Cl:7][C:8]1[CH:13]=[C:12]([Cl:14])[CH:11]=[CH:10][C:9]=1[N:15]1[C:19]([C:20]2[CH:25]=[CH:24][C:23]([O:26][S:27]([CH2:30][CH2:31][C:32]([F:35])([F:34])[F:33])(=[O:29])=[O:28])=[CH:22][CH:21]=2)=[C:18]([CH3:36])[C:17]([C:37](O)=[O:38])=[N:16]1.[NH2:40][CH:41]1[CH2:46][CH2:45][CH2:44][CH:43]([OH:47])[CH2:42]1, predict the reaction product. (3) The product is: [Br:1][C:2]1[CH:3]=[N:4][C:5]([N:9]2[CH2:14][CH2:13][S:12](=[O:16])(=[O:15])[CH2:11][CH2:10]2)=[N:6][CH:7]=1. Given the reactants [Br:1][C:2]1[CH:3]=[N:4][C:5](Cl)=[N:6][CH:7]=1.[NH:9]1[CH2:14][CH2:13][S:12](=[O:16])(=[O:15])[CH2:11][CH2:10]1.C(N(CC)C(C)C)(C)C.C(OCC)(=O)C, predict the reaction product. (4) Given the reactants [CH2:1]([O:8][C:9]([N:11]1[CH2:16][CH2:15][CH:14]([C:17]2[CH:22]=[CH:21][C:20]([C:23]([O:25]C)=[O:24])=[CH:19][C:18]=2[C:27]([F:30])([F:29])[F:28])[CH2:13][CH2:12]1)=[O:10])[C:2]1[CH:7]=[CH:6][CH:5]=[CH:4][CH:3]=1.C(=O)([O-])[O-].[K+].[K+], predict the reaction product. The product is: [CH2:1]([O:8][C:9]([N:11]1[CH2:16][CH2:15][CH:14]([C:17]2[CH:22]=[CH:21][C:20]([C:23]([OH:25])=[O:24])=[CH:19][C:18]=2[C:27]([F:30])([F:28])[F:29])[CH2:13][CH2:12]1)=[O:10])[C:2]1[CH:3]=[CH:4][CH:5]=[CH:6][CH:7]=1. (5) Given the reactants Br[C:2]1[C:3]([O:23][CH3:24])=[C:4]([CH:10]([N:12]2[C:16]3=[N:17][CH:18]=[N:19][C:20]([NH2:21])=[C:15]3[C:14]([CH3:22])=[N:13]2)[CH3:11])[CH:5]=[C:6]([Cl:9])[C:7]=1[CH3:8].[F:25][C:26]1[CH:31]=[CH:30][C:29](B2OC(C)(C)C(C)(C)O2)=[CH:28][N:27]=1.C(=O)([O-])[O-].[Na+].[Na+].ClCCl, predict the reaction product. The product is: [Cl:9][C:6]1[C:7]([CH3:8])=[C:2]([C:29]2[CH:28]=[N:27][C:26]([F:25])=[CH:31][CH:30]=2)[C:3]([O:23][CH3:24])=[C:4]([CH:10]([N:12]2[C:16]3=[N:17][CH:18]=[N:19][C:20]([NH2:21])=[C:15]3[C:14]([CH3:22])=[N:13]2)[CH3:11])[CH:5]=1. (6) The product is: [CH3:1][C:2]1([CH3:10])[O:6][C@H:5]([C:7]([N:12]2[CH2:17][CH2:16][C:15]([C:18]3[CH:23]=[CH:22][C:21]([N:24]4[CH2:28][C@H:27]([CH2:29][N:30]5[N:34]=[N:33][CH:32]=[N:31]5)[O:26][C:25]4=[O:35])=[CH:20][C:19]=3[F:36])=[CH:14][CH2:13]2)=[O:8])[CH2:4][O:3]1. Given the reactants [CH3:1][C:2]1([CH3:10])[O:6][C@H:5]([C:7](Cl)=[O:8])[CH2:4][O:3]1.Cl.[NH:12]1[CH2:17][CH2:16][C:15]([C:18]2[CH:23]=[CH:22][C:21]([N:24]3[CH2:28][C@H:27]([CH2:29][N:30]4[N:34]=[N:33][CH:32]=[N:31]4)[O:26][C:25]3=[O:35])=[CH:20][C:19]=2[F:36])=[CH:14][CH2:13]1.N1C=CC=CC=1, predict the reaction product. (7) Given the reactants [CH2:1]([O:3][C:4](=[O:18])[CH2:5][CH2:6][C:7]1[C:16]2[C:11](=[CH:12][CH:13]=[CH:14][CH:15]=2)[C:10]([OH:17])=[CH:9][CH:8]=1)[CH3:2].Cl[CH2:20][C:21]1[C:22]([CH:37]2[CH2:39][CH2:38]2)=[N:23][C:24]([C:27]2[CH:32]=[CH:31][C:30]([C:33]([F:36])([F:35])[F:34])=[CH:29][CH:28]=2)=[N:25][CH:26]=1, predict the reaction product. The product is: [CH2:1]([O:3][C:4](=[O:18])[CH2:5][CH2:6][C:7]1[C:16]2[C:11](=[CH:12][CH:13]=[CH:14][CH:15]=2)[C:10]([O:17][CH2:20][C:21]2[C:22]([CH:37]3[CH2:39][CH2:38]3)=[N:23][C:24]([C:27]3[CH:28]=[CH:29][C:30]([C:33]([F:35])([F:36])[F:34])=[CH:31][CH:32]=3)=[N:25][CH:26]=2)=[CH:9][CH:8]=1)[CH3:2]. (8) Given the reactants [N:1]([CH2:8][CH2:9]CC#N)=[N:2][CH2:3][CH2:4]CC#N, predict the reaction product. The product is: [CH3:8][C:8]([N:1]=[N:2][C:3]([C:4]#[N:2])([CH3:4])[CH3:3])([C:9]#[N:1])[CH3:9]. (9) Given the reactants [CH3:1][C:2]([C:11]1[O:15][N:14]=[C:13]([NH:16][C:17](=[O:25])OC2C=CC=CC=2)[CH:12]=1)([CH3:10])[CH2:3][N:4]1[CH2:9][CH2:8][O:7][CH2:6][CH2:5]1.C(N(CC)C(C)C)(C)C.[CH3:35][O:36][C:37]1[CH:38]=[C:39]2[C:44](=[CH:45][C:46]=1[O:47][CH3:48])[N:43]=[CH:42][N:41]=[C:40]2[O:49][C:50]1[CH:51]=[C:52]([CH:54]=[CH:55][CH:56]=1)[NH2:53], predict the reaction product. The product is: [CH3:35][O:36][C:37]1[CH:38]=[C:39]2[C:44](=[CH:45][C:46]=1[O:47][CH3:48])[N:43]=[CH:42][N:41]=[C:40]2[O:49][C:50]1[CH:51]=[C:52]([NH:53][C:17]([NH:16][C:13]2[CH:12]=[C:11]([C:2]([CH3:1])([CH3:10])[CH2:3][N:4]3[CH2:5][CH2:6][O:7][CH2:8][CH2:9]3)[O:15][N:14]=2)=[O:25])[CH:54]=[CH:55][CH:56]=1. (10) Given the reactants [CH2:1]([S:8][C:9]1[N:14]=[CH:13][C:12]([NH2:15])=[CH:11][C:10]=1[Br:16])[C:2]1[CH:7]=[CH:6][CH:5]=[CH:4][CH:3]=1.C(N(CC)CC)C.[C:24](OC(=O)C)(=[O:26])[CH3:25], predict the reaction product. The product is: [CH2:1]([S:8][C:9]1[N:14]=[CH:13][C:12]([NH:15][C:24](=[O:26])[CH3:25])=[CH:11][C:10]=1[Br:16])[C:2]1[CH:3]=[CH:4][CH:5]=[CH:6][CH:7]=1.